This data is from Reaction yield outcomes from USPTO patents with 853,638 reactions. The task is: Predict the reaction yield, written as a fraction of the theoretical maximum amount of product (1.0 means a 100% yield; for example, 0.34 means a 34% yield). (1) The reactants are C(P(CCCC)CCCC)CCC.N(C(N1CCCCC1)=O)=NC(N1CCCCC1)=O.[F:32][CH:33]1[CH:38](O)[CH:37]=[C:36]([C:40]2[CH:45]=[CH:44][N:43]=[CH:42][C:41]=2[N+:46]([O-:48])=[O:47])[CH2:35][CH2:34]1.[C:49]1(=[O:59])[NH:53][C:52](=[O:54])[C:51]2=[CH:55][CH:56]=[CH:57][CH:58]=[C:50]12.N#N. The catalyst is C1COCC1. The product is [F:32][C@H:33]1[C@H:38]([N:53]2[C:49](=[O:59])[C:50]3[C:51](=[CH:55][CH:56]=[CH:57][CH:58]=3)[C:52]2=[O:54])[CH:37]=[C:36]([C:40]2[CH:45]=[CH:44][N:43]=[CH:42][C:41]=2[N+:46]([O-:48])=[O:47])[CH2:35][CH2:34]1. The yield is 0.110. (2) The reactants are [I:1][C:2]1[CH:3]=[N:4][N:5]([CH3:10])[C:6]=1[C:7]([NH2:9])=O.N1C(C)=CC=CC=1C.FC(F)(F)C(OC(=O)C(F)(F)F)=O.C(=O)(O)[O-].[Na+]. The catalyst is C(Cl)Cl. The product is [I:1][C:2]1[CH:3]=[N:4][N:5]([CH3:10])[C:6]=1[C:7]#[N:9]. The yield is 0.950.